From a dataset of Forward reaction prediction with 1.9M reactions from USPTO patents (1976-2016). Predict the product of the given reaction. (1) Given the reactants [CH3:1][O:2][C:3](=[O:29])[CH2:4][N:5]1[C:11](=[O:12])[C@@H:10]([NH:13]C(OC(C)(C)C)=O)[C:9]2[CH:21]=[CH:22][CH:23]=[CH:24][C:8]=2[C:7]2[CH:25]=[CH:26][CH:27]=[CH:28][C:6]1=2.P(=O)(O)(O)O.[OH-].[Na+], predict the reaction product. The product is: [CH3:1][O:2][C:3](=[O:29])[CH2:4][N:5]1[C:11](=[O:12])[C@@H:10]([NH2:13])[C:9]2[CH:21]=[CH:22][CH:23]=[CH:24][C:8]=2[C:7]2[CH:25]=[CH:26][CH:27]=[CH:28][C:6]1=2. (2) Given the reactants [CH3:1][S:2]([Cl:5])(=[O:4])=[O:3].[Cl:6][C:7]1[CH:8]=[C:9]([CH:12]=[C:13]([O:15][C:16]2[C:17]([CH3:28])=[N:18][NH:19][C:20]=2[CH2:21][N:22]2[CH2:27][CH2:26][NH:25][CH2:24][CH2:23]2)[CH:14]=1)[C:10]#[N:11].C(N(CC)CC)C, predict the reaction product. The product is: [Cl:5][CH2:7][Cl:6].[CH3:13][OH:15].[NH3:11].[Cl:6][C:7]1[CH:8]=[C:9]([CH:12]=[C:13]([O:15][C:16]2[C:17]([CH3:28])=[N:18][NH:19][C:20]=2[CH2:21][N:22]2[CH2:23][CH2:24][N:25]([S:2]([CH3:1])(=[O:4])=[O:3])[CH2:26][CH2:27]2)[CH:14]=1)[C:10]#[N:11].